From a dataset of Catalyst prediction with 721,799 reactions and 888 catalyst types from USPTO. Predict which catalyst facilitates the given reaction. (1) Reactant: [F:1][C:2]1[C:18]([NH:19][C:20]2[C:23](=O)[C:22](=[O:25])[C:21]=2[O:26]C)=[CH:17][CH:16]=[C:15]([F:28])[C:3]=1[C:4]([N:6]1[CH2:10][CH2:9][CH2:8][C@H:7]1[C:11]([O:13][CH3:14])=[O:12])=[O:5].[CH3:29][C:30]1[O:34][C:33]([CH:35]([NH2:41])[C:36]2([CH3:40])[CH2:39][O:38][CH2:37]2)=[CH:32][CH:31]=1. Product: [F:1][C:2]1[C:18]([NH:19][C:20]2[C:21](=[O:26])[C:22](=[O:25])[C:23]=2[NH:41][CH:35]([C:33]2[O:34][C:30]([CH3:29])=[CH:31][CH:32]=2)[C:36]2([CH3:40])[CH2:37][O:38][CH2:39]2)=[CH:17][CH:16]=[C:15]([F:28])[C:3]=1[C:4]([N:6]1[CH2:10][CH2:9][CH2:8][C@H:7]1[C:11]([O:13][CH3:14])=[O:12])=[O:5]. The catalyst class is: 5. (2) Reactant: [NH:1]1[C:9]2[C:4](=[CH:5][CH:6]=[CH:7][CH:8]=2)[C:3]([CH:10]=[O:11])=[CH:2]1.[C:12](O[C:20]([O:22][C:23]([CH3:26])([CH3:25])C)=O)([O:14][C:15]([CH3:18])([CH3:17])[CH3:16])=[O:13].[C:27](#[N:29])[CH3:28]. Product: [CH:10]([C:3]1[C:4]2[C:9](=[CH:8][CH:7]=[CH:6][CH:5]=2)[N:1]([C:12]([O:14][C:15]([CH3:18])([CH3:17])[CH3:16])=[O:13])[CH:2]=1)=[O:11].[NH:1]1[C:9]2[C:4](=[CH:5][CH:6]=[CH:7][CH:8]=2)[C:3]([C:10](=[O:11])[CH:9]([NH:1][C:2]2[CH:3]=[CH:4][CH:25]=[C:23]([O:22][CH3:20])[CH:26]=2)[C:28]2[CH:27]=[N:29][CH:5]=[CH:6][CH:7]=2)=[CH:2]1. The catalyst class is: 142. (3) Product: [CH3:30][S:31](=[O:32])([C:34]1[CH:39]=[CH:38][CH:37]=[CH:36][CH:35]=1)=[N:33][C:14](=[O:16])[C:13]1[CH:17]=[C:9]([C:8]#[C:7][C:1]2[CH:2]=[CH:3][CH:4]=[CH:5][CH:6]=2)[CH:10]=[N:11][CH:12]=1. The catalyst class is: 1. Reactant: [C:1]1([C:7]#[C:8][C:9]2[CH:10]=[N:11][CH:12]=[C:13]([CH:17]=2)[C:14]([OH:16])=O)[CH:6]=[CH:5][CH:4]=[CH:3][CH:2]=1.C(N1C=CN=C1)(N1C=CN=C1)=O.[CH3:30][S@:31]([C:34]1[CH:39]=[CH:38][CH:37]=[CH:36][CH:35]=1)(=[NH:33])=[O:32]. (4) Reactant: [CH2:1]([O:3][C:4]1[CH:9]=[C:8]([O:10][CH2:11][CH2:12][CH2:13][C:14]2[C:15]([OH:29])=[N:16][N:17]([C:19]3[CH:24]=[CH:23][C:22]([C:25]([F:28])([F:27])[F:26])=[CH:21][N:20]=3)[CH:18]=2)[CH:7]=[CH:6][C:5]=1[CH2:30][CH2:31][C:32]([O:34]C)=[O:33])[CH3:2].I[CH2:37][CH2:38][CH3:39].CN(C)C=O.[H-].[Na+]. Product: [CH2:1]([O:3][C:4]1[CH:9]=[C:8]([O:10][CH2:11][CH2:12][CH2:13][C:14]2[C:15]([O:29][CH2:37][CH2:38][CH3:39])=[N:16][N:17]([C:19]3[CH:24]=[CH:23][C:22]([C:25]([F:27])([F:26])[F:28])=[CH:21][N:20]=3)[CH:18]=2)[CH:7]=[CH:6][C:5]=1[CH2:30][CH2:31][C:32]([OH:34])=[O:33])[CH3:2]. The catalyst class is: 6. (5) Reactant: [C:1]([CH2:4][NH:5][CH2:6][CH:7]([O:14][Si](C(C)(C)C)(C)C)[CH2:8][N:9]([CH3:13])[C:10](=[O:12])[CH3:11])(=[O:3])[CH3:2].Cl. Product: [C:1]([CH2:4][NH:5][CH2:6][CH:7]([OH:14])[CH2:8][N:9]([CH3:13])[C:10](=[O:12])[CH3:11])(=[O:3])[CH3:2]. The catalyst class is: 5. (6) Reactant: O.O.[C:3]([O-:15])(=[O:14])[CH2:4][C:5]([CH2:10][C:11]([O-:13])=[O:12])([C:7]([O-:9])=[O:8])[OH:6].[Na+:16].[Na+].[Na+]. Product: [C:3]([O-:15])(=[O:14])[CH2:4][C:5]([CH2:10][C:11]([O-:13])=[O:12])([C:7]([O-:9])=[O:8])[OH:6].[Na+:16].[Na+:16].[Na+:16]. The catalyst class is: 6.